Task: Regression. Given two drug SMILES strings and cell line genomic features, predict the synergy score measuring deviation from expected non-interaction effect.. Dataset: Merck oncology drug combination screen with 23,052 pairs across 39 cell lines (1) Drug 1: CS(=O)(=O)CCNCc1ccc(-c2ccc3ncnc(Nc4ccc(OCc5cccc(F)c5)c(Cl)c4)c3c2)o1. Drug 2: CNC(=O)c1cc(Oc2ccc(NC(=O)Nc3ccc(Cl)c(C(F)(F)F)c3)cc2)ccn1. Cell line: LNCAP. Synergy scores: synergy=-6.14. (2) Drug 1: CN(C)C(=N)N=C(N)N. Drug 2: O=C(NOCC(O)CO)c1ccc(F)c(F)c1Nc1ccc(I)cc1F. Cell line: NCIH520. Synergy scores: synergy=-0.741. (3) Drug 1: CC1CC2C3CCC4=CC(=O)C=CC4(C)C3(F)C(O)CC2(C)C1(O)C(=O)CO. Drug 2: CC1(c2nc3c(C(N)=O)cccc3[nH]2)CCCN1. Cell line: NCIH2122. Synergy scores: synergy=-3.78.